From a dataset of Catalyst prediction with 721,799 reactions and 888 catalyst types from USPTO. Predict which catalyst facilitates the given reaction. Reactant: N(C(OCC)=O)=NC(OCC)=O.O[CH:14]1[S:18][CH2:17][N:16]([C:19]2[CH:24]=[CH:23][CH:22]=[C:21]([C:25]([F:28])([F:27])[F:26])[CH:20]=2)[C:15]1=[O:29].[CH3:30][C:31]([C:34]1[CH:38]=[CH:37][NH:36][N:35]=1)([CH3:33])[CH3:32].C1(P(C2C=CC=CC=2)C2C=CC=CC=2)C=CC=CC=1. Product: [CH3:30][C:31]([C:34]1[CH:38]=[CH:37][N:36]([CH:14]2[S:18][CH2:17][N:16]([C:19]3[CH:24]=[CH:23][CH:22]=[C:21]([C:25]([F:28])([F:27])[F:26])[CH:20]=3)[C:15]2=[O:29])[N:35]=1)([CH3:33])[CH3:32]. The catalyst class is: 7.